This data is from Full USPTO retrosynthesis dataset with 1.9M reactions from patents (1976-2016). The task is: Predict the reactants needed to synthesize the given product. Given the product [N:22]1[CH:23]=[CH:24][CH:25]=[C:20]([CH:14]([C:15]2[NH:16][CH:17]=[CH:18][CH:19]=2)[CH2:13][NH:12][C:10]2[C:9]3[C:4](=[CH:5][CH:6]=[CH:7][CH:8]=3)[N:3]=[C:2]([C:34]3[CH:33]=[CH:32][C:31]([NH:30][S:27]([CH3:26])(=[O:28])=[O:29])=[CH:36][CH:35]=3)[N:11]=2)[CH:21]=1, predict the reactants needed to synthesize it. The reactants are: Cl[C:2]1[N:11]=[C:10]([NH:12][CH2:13][CH:14]([C:20]2[CH:21]=[N:22][CH:23]=[CH:24][CH:25]=2)[C:15]2[NH:16][CH:17]=[CH:18][CH:19]=2)[C:9]2[C:4](=[CH:5][CH:6]=[CH:7][CH:8]=2)[N:3]=1.[CH3:26][S:27]([NH:30][C:31]1[CH:36]=[CH:35][C:34](B(O)O)=[CH:33][CH:32]=1)(=[O:29])=[O:28].C1(C(C2C=CC=CN=2)CNC2C3C(=CC=CC=3)N=C(C3C=CC(NS(C)(=O)=O)=CC=3)N=2)C=CC=CC=1.